From a dataset of Reaction yield outcomes from USPTO patents with 853,638 reactions. Predict the reaction yield, written as a fraction of the theoretical maximum amount of product (1.0 means a 100% yield; for example, 0.34 means a 34% yield). The reactants are C(O)(C(F)(F)F)=O.[F:8][C:9]1[CH:10]=[C:11]2[C:16](=[CH:17][CH:18]=1)[N:15]=[CH:14][CH:13]=[C:12]2[N:19]1[CH2:24][CH2:23][CH:22]([CH2:25][NH2:26])[CH2:21][CH2:20]1.CCN(C(C)C)C(C)C.[Cl:36][C:37]1[CH:38]=[C:39]([CH:43]=[CH:44][C:45]=1[Cl:46])[C:40](Cl)=[O:41]. The catalyst is C1COCC1.O1CCOCC1.CN(C=O)C. The product is [Cl:36][C:37]1[CH:38]=[C:39]([CH:43]=[CH:44][C:45]=1[Cl:46])[C:40]([NH:26][CH2:25][CH:22]1[CH2:23][CH2:24][N:19]([C:12]2[C:11]3[C:16](=[CH:17][CH:18]=[C:9]([F:8])[CH:10]=3)[N:15]=[CH:14][CH:13]=2)[CH2:20][CH2:21]1)=[O:41]. The yield is 0.620.